Dataset: Catalyst prediction with 721,799 reactions and 888 catalyst types from USPTO. Task: Predict which catalyst facilitates the given reaction. (1) Reactant: [CH2:1]([O:3][C:4](=[O:19])[CH2:5][CH2:6][NH:7][CH2:8][C:9]([O:11][CH2:12][C:13]1[CH:18]=[CH:17][CH:16]=[CH:15][CH:14]=1)=[O:10])[CH3:2].[CH3:20][C:21]([O:24][C:25](O[C:25]([O:24][C:21]([CH3:23])([CH3:22])[CH3:20])=[O:26])=[O:26])([CH3:23])[CH3:22].C(=O)(O)[O-].[Na+]. Product: [CH2:1]([O:3][C:4](=[O:19])[CH2:5][CH2:6][N:7]([CH2:8][C:9]([O:11][CH2:12][C:13]1[CH:18]=[CH:17][CH:16]=[CH:15][CH:14]=1)=[O:10])[C:25]([O:24][C:21]([CH3:23])([CH3:22])[CH3:20])=[O:26])[CH3:2]. The catalyst class is: 4. (2) Reactant: [C:1]1([CH2:7][CH2:8][CH:9]([OH:11])[CH3:10])[CH:6]=[CH:5][CH:4]=[CH:3][CH:2]=1.[C:12]([O:15][C:16]([CH3:18])=[CH2:17])(=[O:14])[CH3:13].[C:19]1([CH2:25]C[C@H](O)C)[CH:24]=[CH:23][CH:22]=[CH:21][CH:20]=1.C([O-])(=O)C. Product: [C:1]1([CH2:7][CH2:8][C@@H:9]([OH:11])[CH3:10])[CH:6]=[CH:5][CH:4]=[CH:3][CH:2]=1.[C:12]([O:15][C@H:16]([CH3:18])[CH2:17][CH2:25][C:19]1[CH:24]=[CH:23][CH:22]=[CH:21][CH:20]=1)(=[O:14])[CH3:13]. The catalyst class is: 11. (3) The catalyst class is: 669. Product: [CH:32]1([S:37]([C:40]2[S:41][C:42]([C:14]3[CH:15]=[C:16]4[C:11](=[C:12]([C:26]([NH2:28])=[O:27])[CH:13]=3)[NH:10][CH:9]=[C:8]4[CH:6]3[CH2:5][CH2:4][S:3](=[O:29])(=[O:30])[C:2]([CH3:1])([CH3:31])[CH2:7]3)=[CH:43][CH:44]=2)(=[O:39])=[O:38])[CH2:33][CH2:34][CH2:35][CH2:36]1. Reactant: [CH3:1][C:2]1([CH3:31])[CH2:7][CH:6]([C:8]2[C:16]3[C:11](=[C:12]([C:26]([NH2:28])=[O:27])[CH:13]=[C:14](B4OC(C)(C)C(C)(C)O4)[CH:15]=3)[NH:10][CH:9]=2)[CH2:5][CH2:4][S:3]1(=[O:30])=[O:29].[CH:32]1([S:37]([C:40]2[S:41][C:42](Br)=[CH:43][CH:44]=2)(=[O:39])=[O:38])[CH2:36][CH2:35][CH2:34][CH2:33]1.C(=O)([O-])[O-].[K+].[K+].